Dataset: Forward reaction prediction with 1.9M reactions from USPTO patents (1976-2016). Task: Predict the product of the given reaction. Given the reactants [Cl:1][C:2]1[C:11]2[N:10]=[C:9]([CH3:12])[C:8]([S:13][C:14]3[CH:19]=[CH:18][C:17]([Cl:20])=[CH:16][CH:15]=3)=[C:7]([CH3:21])[C:6]=2[C:5]([OH:22])=[CH:4][CH:3]=1.CN(C)C=O.C(=O)([O-])[O-].[K+].[K+].[CH3:34][O:35][C:36](=[O:39])[CH2:37]Br, predict the reaction product. The product is: [CH3:34][O:35][C:36](=[O:39])[CH2:37][O:22][C:5]1[CH:4]=[CH:3][C:2]([Cl:1])=[C:11]2[C:6]=1[C:7]([CH3:21])=[C:8]([S:13][C:14]1[CH:19]=[CH:18][C:17]([Cl:20])=[CH:16][CH:15]=1)[C:9]([CH3:12])=[N:10]2.